From a dataset of Reaction yield outcomes from USPTO patents with 853,638 reactions. Predict the reaction yield, written as a fraction of the theoretical maximum amount of product (1.0 means a 100% yield; for example, 0.34 means a 34% yield). (1) The reactants are [Cl:1][C:2]1[C:10]2[N:9]=[C:8]([NH:11][C:12]3[C:17]([CH3:18])=[CH:16][C:15]([Cl:19])=[CH:14][C:13]=3[O:20][CH3:21])[N:7]([CH2:22][CH2:23][OH:24])[C:6]=2[C:5]([CH:25]([CH2:28][CH3:29])[CH2:26][CH3:27])=[CH:4][CH:3]=1.[OH-:30].[Na+].O.Cl. The catalyst is CO. The product is [Cl:1][C:2]1[C:10]2[N:9]=[C:8]([NH:11][C:12]3[C:17]([CH3:18])=[CH:16][C:15]([Cl:19])=[CH:14][C:13]=3[O:20][CH3:21])[N:7]([CH2:22][C:23]([OH:30])=[O:24])[C:6]=2[C:5]([CH:25]([CH2:28][CH3:29])[CH2:26][CH3:27])=[CH:4][CH:3]=1. The yield is 0.991. (2) The reactants are [Br:1][C:2]1[CH:7]=[CH:6][C:5]([NH:8][C:9]2[C:10]([C:18](O)=O)=[CH:11][N:12]([CH3:17])[C:13](=[O:16])[C:14]=2[F:15])=[C:4]([F:21])[CH:3]=1.CCN=C=NCCCN(C)C.Cl.C1C=CC2N(O)N=NC=2C=1.[NH2:44][NH:45][C:46]([NH2:48])=[S:47].CCN(CC)CC.C1C=CC(P(C2C=CC=CC=2)C2C=CC=CC=2)=CC=1.C(Cl)(Cl)(Cl)Cl. The catalyst is CN(C=O)C.[NH4+].[Cl-].C(OCC)(=O)C.CC#N.C(Cl)Cl. The product is [NH2:48][C:46]1[S:47][C:18]([C:10]2[C:9]([NH:8][C:5]3[CH:6]=[CH:7][C:2]([Br:1])=[CH:3][C:4]=3[F:21])=[C:14]([F:15])[C:13](=[O:16])[N:12]([CH3:17])[CH:11]=2)=[N:44][N:45]=1. The yield is 0.330. (3) The reactants are [C:1]([Si:5]([CH3:26])([CH3:25])[O:6][CH2:7][CH2:8][N:9]1[CH2:14][CH2:13][N:12]([CH2:15][C:16]2[CH:21]=[CH:20][C:19]([N+:22]([O-])=O)=[CH:18][CH:17]=2)[CH2:11][CH2:10]1)([CH3:4])([CH3:3])[CH3:2].O.[NH4+].[Cl-]. The yield is 0.790. The catalyst is CO.[Zn]. The product is [C:1]([Si:5]([CH3:26])([CH3:25])[O:6][CH2:7][CH2:8][N:9]1[CH2:10][CH2:11][N:12]([CH2:15][C:16]2[CH:17]=[CH:18][C:19]([NH2:22])=[CH:20][CH:21]=2)[CH2:13][CH2:14]1)([CH3:4])([CH3:3])[CH3:2]. (4) The reactants are Br[C:2]1[CH:3]=[C:4]([C:15]([O:17][CH3:18])=[O:16])[C:5]2[C:6]([CH3:14])=[N:7][N:8]([CH:11]([CH3:13])[CH3:12])[C:9]=2[CH:10]=1.CC1(C)C(C)(C)OB([C:27]2[CH:28]=[N:29][CH:30]=[CH:31][CH:32]=2)O1.C(=O)(O)[O-].[Na+]. The catalyst is O1CCOCC1.O.C1C=CC(P(C2C=CC=CC=2)[C-]2C=CC=C2)=CC=1.C1C=CC(P(C2C=CC=CC=2)[C-]2C=CC=C2)=CC=1.Cl[Pd]Cl.[Fe+2].C(Cl)Cl. The product is [CH3:14][C:6]1[C:5]2[C:4]([C:15]([O:17][CH3:18])=[O:16])=[CH:3][C:2]([C:27]3[CH:28]=[N:29][CH:30]=[CH:31][CH:32]=3)=[CH:10][C:9]=2[N:8]([CH:11]([CH3:13])[CH3:12])[N:7]=1. The yield is 0.940.